The task is: Predict the product of the given reaction.. This data is from Forward reaction prediction with 1.9M reactions from USPTO patents (1976-2016). (1) Given the reactants [C:1]([O:5][C:6](=[O:20])[NH:7][C:8]1[C:9]([C:13]2[CH:18]=[CH:17][C:16]([OH:19])=[CH:15][CH:14]=2)=[N:10][O:11][CH:12]=1)([CH3:4])([CH3:3])[CH3:2].[N:21]1[CH:26]=[CH:25][CH:24]=[C:23]([CH2:27]O)[CH:22]=1.C1(P(C2C=CC=CC=2)C2C=CC=CC=2)C=CC=CC=1.CCOC(/N=N/C(OCC)=O)=O, predict the reaction product. The product is: [C:1]([O:5][C:6](=[O:20])[NH:7][C:8]1[C:9]([C:13]2[CH:14]=[CH:15][C:16]([O:19][CH2:27][C:23]3[CH:22]=[N:21][CH:26]=[CH:25][CH:24]=3)=[CH:17][CH:18]=2)=[N:10][O:11][CH:12]=1)([CH3:4])([CH3:2])[CH3:3]. (2) Given the reactants [CH3:1][O:2][C:3]1[CH:23]=[C:22]([O:24][CH3:25])[CH:21]=[CH:20][C:4]=1[CH2:5][NH:6][C:7]1[C:8]2[S:15][CH:14]=[C:13]([C:16]([O:18]C)=[O:17])[C:9]=2[N:10]=[CH:11][N:12]=1.C1COCC1.CO.[OH-].[Na+], predict the reaction product. The product is: [CH3:1][O:2][C:3]1[CH:23]=[C:22]([O:24][CH3:25])[CH:21]=[CH:20][C:4]=1[CH2:5][NH:6][C:7]1[C:8]2[S:15][CH:14]=[C:13]([C:16]([OH:18])=[O:17])[C:9]=2[N:10]=[CH:11][N:12]=1. (3) Given the reactants [CH3:1][NH:2][NH2:3].[F:4][C:5]1[CH:10]=[CH:9][C:8]([CH2:11][C:12](Cl)=[O:13])=[CH:7][CH:6]=1, predict the reaction product. The product is: [CH3:1][N:2]([C:12](=[O:13])[CH2:11][C:8]1[CH:9]=[CH:10][C:5]([F:4])=[CH:6][CH:7]=1)[NH2:3]. (4) Given the reactants [CH:1]1([C:4]2[CH:9]=[C:8]([CH2:10][N:11]3[CH2:16][CH2:15][CH:14]([N:17]4[CH2:26][CH2:25][C:24]5[N:23]=[C:22]([CH2:27][CH2:28][CH3:29])[C:21]([C:30]([O:32]CC)=[O:31])=[CH:20][C:19]=5[C:18]4=[O:35])[CH2:13][CH2:12]3)[C:7]([O:36][CH2:37][CH3:38])=[CH:6][C:5]=2[C:39]2[CH:44]=[CH:43][C:42]([F:45])=[CH:41][C:40]=2[F:46])[CH2:3][CH2:2]1.C(O)C.[OH-].[Na+].Cl, predict the reaction product. The product is: [CH:1]1([C:4]2[CH:9]=[C:8]([CH2:10][N:11]3[CH2:16][CH2:15][CH:14]([N:17]4[CH2:26][CH2:25][C:24]5[N:23]=[C:22]([CH2:27][CH2:28][CH3:29])[C:21]([C:30]([OH:32])=[O:31])=[CH:20][C:19]=5[C:18]4=[O:35])[CH2:13][CH2:12]3)[C:7]([O:36][CH2:37][CH3:38])=[CH:6][C:5]=2[C:39]2[CH:44]=[CH:43][C:42]([F:45])=[CH:41][C:40]=2[F:46])[CH2:2][CH2:3]1. (5) Given the reactants [O:1]1[C:6]2[CH:7]=[CH:8][CH:9]=[CH:10][C:5]=2[N:4]([CH:11]([C:18]2[CH:23]=[CH:22][CH:21]=[CH:20][CH:19]=2)[CH:12]([OH:17])[C:13]([NH:15][CH3:16])=O)[CH2:3][CH2:2]1.B.Cl, predict the reaction product. The product is: [O:1]1[C:6]2[CH:7]=[CH:8][CH:9]=[CH:10][C:5]=2[N:4]([CH:11]([C:18]2[CH:23]=[CH:22][CH:21]=[CH:20][CH:19]=2)[CH:12]([OH:17])[CH2:13][NH:15][CH3:16])[CH2:3][CH2:2]1. (6) Given the reactants [F:1][C:2]([F:17])([F:16])[C:3]([N:5]1[CH2:11][CH2:10][C:9]2[CH:12]=[CH:13][CH:14]=[CH:15][C:8]=2[CH2:7][CH2:6]1)=[O:4].[Al+3].[Cl-].[Cl-].[Cl-].[CH:22]([O:25]C)(Cl)Cl, predict the reaction product. The product is: [F:17][C:2]([F:1])([F:16])[C:3]([N:5]1[CH2:6][CH2:7][C:8]2[CH:15]=[CH:14][C:13]([CH:22]=[O:25])=[CH:12][C:9]=2[CH2:10][CH2:11]1)=[O:4]. (7) Given the reactants [CH3:1][O:2][C:3]1[CH:4]=[C:5]2[C:10](=[CH:11][C:12]=1[O:13][CH3:14])[N:9]=[CH:8][N:7]=[C:6]2[O:15][C:16]1[CH:22]=[CH:21][C:19]([NH2:20])=[CH:18][CH:17]=1.ClC(Cl)(O[C:27](=[O:33])OC(Cl)(Cl)Cl)Cl.[CH2:35]([N:42]1[CH2:46][CH2:45][C@H:44]([NH2:47])[CH2:43]1)[C:36]1[CH:41]=[CH:40][CH:39]=[CH:38][CH:37]=1.C(=O)([O-])O.[Na+], predict the reaction product. The product is: [CH2:35]([N:42]1[CH2:46][CH2:45][C@H:44]([NH:47][C:27]([NH:20][C:19]2[CH:21]=[CH:22][C:16]([O:15][C:6]3[C:5]4[C:10](=[CH:11][C:12]([O:13][CH3:14])=[C:3]([O:2][CH3:1])[CH:4]=4)[N:9]=[CH:8][N:7]=3)=[CH:17][CH:18]=2)=[O:33])[CH2:43]1)[C:36]1[CH:37]=[CH:38][CH:39]=[CH:40][CH:41]=1. (8) Given the reactants C(Cl)(=O)C(Cl)=O.CS(C)=O.[CH3:11][C:12]1([CH3:30])[C:21]2[C:16](=[CH:17][C:18]([CH:22]([CH2:25][CH2:26][CH2:27][CH2:28][CH3:29])[CH2:23][OH:24])=[CH:19][CH:20]=2)[O:15][CH2:14][CH2:13]1.C(N(CC)CC)C, predict the reaction product. The product is: [CH3:11][C:12]1([CH3:30])[C:21]2[C:16](=[CH:17][C:18]([CH:22]([CH2:25][CH2:26][CH2:27][CH2:28][CH3:29])[CH:23]=[O:24])=[CH:19][CH:20]=2)[O:15][CH2:14][CH2:13]1. (9) Given the reactants C([N:3]([CH2:6][CH3:7])[CH2:4]C)C.C1(P(N=[N+]=[N-])(C2C=CC=CC=2)=[O:15])C=CC=CC=1.[Br:25][C:26]1[S:27][C:28]2C=C(C(O)=O)[CH:32]=[CH:31][C:29]=2[N:30]=1.[C:38]([OH:42])([CH3:41])([CH3:40])[CH3:39], predict the reaction product. The product is: [Br:25][C:26]1[S:27][C:28]2[CH:7]=[C:6]([NH:3][C:4](=[O:15])[O:42][C:38]([CH3:41])([CH3:40])[CH3:39])[CH:32]=[CH:31][C:29]=2[N:30]=1. (10) Given the reactants [CH2:1]([C:8]1[N:9]=[C:10]([O:26][CH3:27])[C:11]2[CH2:17][CH2:16][N:15](CC3C=CC=CC=3)[CH2:14][CH2:13][C:12]=2[N:25]=1)[C:2]1[CH:7]=[CH:6][CH:5]=[CH:4][CH:3]=1.C([O-])=O.[NH4+], predict the reaction product. The product is: [CH2:1]([C:8]1[N:9]=[C:10]([O:26][CH3:27])[C:11]2[CH2:17][CH2:16][NH:15][CH2:14][CH2:13][C:12]=2[N:25]=1)[C:2]1[CH:3]=[CH:4][CH:5]=[CH:6][CH:7]=1.